Dataset: Catalyst prediction with 721,799 reactions and 888 catalyst types from USPTO. Task: Predict which catalyst facilitates the given reaction. Reactant: [O:1]1[C:5]2[CH:6]=[CH:7][C:8]([CH2:10][NH:11][C:12]([C:14]3[S:15][C:16]([CH3:20])=[C:17]([NH2:19])[CH:18]=3)=[O:13])=[CH:9][C:4]=2[O:3][CH2:2]1.[CH2:21]([N:28]=[C:29]=[O:30])[C:22]1[CH:27]=[CH:26][CH:25]=[CH:24][CH:23]=1. Product: [O:1]1[C:5]2[CH:6]=[CH:7][C:8]([CH2:10][NH:11][C:12]([C:14]3[S:15][C:16]([CH3:20])=[C:17]([NH:19][C:29]([NH:28][CH2:21][C:22]4[CH:27]=[CH:26][CH:25]=[CH:24][CH:23]=4)=[O:30])[CH:18]=3)=[O:13])=[CH:9][C:4]=2[O:3][CH2:2]1. The catalyst class is: 12.